This data is from Reaction yield outcomes from USPTO patents with 853,638 reactions. The task is: Predict the reaction yield, written as a fraction of the theoretical maximum amount of product (1.0 means a 100% yield; for example, 0.34 means a 34% yield). (1) The yield is 0.370. The product is [C:9]1([C:3]2[N:4]=[C:5]([NH2:8])[N:6]=[N:7][C:2]=2[C:18]2[CH:17]=[C:16]([F:15])[C:21]([F:22])=[C:20]([F:23])[CH:19]=2)[CH:14]=[CH:13][CH:12]=[CH:11][CH:10]=1. The reactants are Br[C:2]1[N:7]=[N:6][C:5]([NH2:8])=[N:4][C:3]=1[C:9]1[CH:14]=[CH:13][CH:12]=[CH:11][CH:10]=1.[F:15][C:16]1[CH:17]=[C:18](B(O)O)[CH:19]=[C:20]([F:23])[C:21]=1[F:22]. No catalyst specified. (2) The reactants are [NH2:1][NH2:2].[C:3](/[N:5]=[C:6](\SC)/[NH:7][C:8]1[CH:13]=[C:12]([Cl:14])[C:11]([CH:15]2CC2)=[C:10]([Cl:18])[CH:9]=1)#[N:4]. The catalyst is C(O)C. The product is [Cl:14][C:12]1[CH:13]=[C:8]([NH:7][C:6]2[N:5]=[C:3]([NH2:4])[NH:2][N:1]=2)[CH:9]=[C:10]([Cl:18])[C:11]=1[CH3:15]. The yield is 0.915. (3) The reactants are [CH3:1][O:2][C:3]1[C:4]([C:21]([OH:23])=O)=[CH:5][C:6]2[C:11]([CH:12]=1)=[CH:10][CH:9]=[C:8]([C:13]1[CH:18]=[CH:17][CH:16]=[C:15]([O:19][CH3:20])[CH:14]=1)[CH:7]=2.C[CH2:25][N:26]=C=NCCCN(C)C.OC1C2N=NNC=2C=CC=1.CN.C(N(CC)CC)C.Cl. The catalyst is ClCCl. The product is [CH3:1][O:2][C:3]1[C:4]([C:21]([NH:26][CH3:25])=[O:23])=[CH:5][C:6]2[C:11]([CH:12]=1)=[CH:10][CH:9]=[C:8]([C:13]1[CH:18]=[CH:17][CH:16]=[C:15]([O:19][CH3:20])[CH:14]=1)[CH:7]=2. The yield is 0.740. (4) The reactants are [CH2:1]([O:3][P:4]([C:9]([F:28])([F:27])[CH2:10][C@@H:11]([OH:26])[C@@H:12]([OH:25])[C@H:13]([OH:24])[CH:14]=[N:15][O:16][CH2:17][C:18]1[CH:23]=[CH:22][CH:21]=[CH:20][CH:19]=1)(=[O:8])[O:5][CH2:6][CH3:7])[CH3:2].B.C1COCC1.C(Cl)Cl.CO. The catalyst is C1COCC1. The product is [CH2:1]([O:3][P:4]([C:9]([F:28])([F:27])[CH2:10][C@@H:11]([OH:26])[C@@H:12]([OH:25])[C@@H:13]([OH:24])[CH2:14][NH:15][O:16][CH2:17][C:18]1[CH:19]=[CH:20][CH:21]=[CH:22][CH:23]=1)(=[O:8])[O:5][CH2:6][CH3:7])[CH3:2]. The yield is 0.710. (5) The reactants are [C:1]([Si:5]([O:8][CH2:9][C:10]1[CH:15]=[CH:14][C:13](I)=[CH:12][CH:11]=1)([CH3:7])[CH3:6])([CH3:4])([CH3:3])[CH3:2].[Br:17][C:18]1[CH:23]=[CH:22][C:21](B(O)O)=[C:20]([F:27])[CH:19]=1. No catalyst specified. The product is [Br:17][C:18]1[CH:23]=[CH:22][C:21]([C:13]2[CH:14]=[CH:15][C:10]([CH2:9][O:8][Si:5]([C:1]([CH3:4])([CH3:3])[CH3:2])([CH3:7])[CH3:6])=[CH:11][CH:12]=2)=[C:20]([F:27])[CH:19]=1. The yield is 0.570. (6) The reactants are Br[C:2]1[CH:3]=[CH:4][C:5]([N+:8]([O-:10])=[O:9])=[N:6][CH:7]=1.[CH3:11][Si:12]([C:15]#[CH:16])([CH3:14])[CH3:13].C(N(CC)C(C)C)(C)C. The catalyst is CN1CCCC1=O.C1C=CC([P]([Pd]([P](C2C=CC=CC=2)(C2C=CC=CC=2)C2C=CC=CC=2)([P](C2C=CC=CC=2)(C2C=CC=CC=2)C2C=CC=CC=2)[P](C2C=CC=CC=2)(C2C=CC=CC=2)C2C=CC=CC=2)(C2C=CC=CC=2)C2C=CC=CC=2)=CC=1.[Cu]I. The product is [N+:8]([C:5]1[CH:4]=[CH:3][C:2]([C:16]#[C:15][Si:12]([CH3:14])([CH3:13])[CH3:11])=[CH:7][N:6]=1)([O-:10])=[O:9]. The yield is 0.450.